From a dataset of Full USPTO retrosynthesis dataset with 1.9M reactions from patents (1976-2016). Predict the reactants needed to synthesize the given product. (1) Given the product [CH2:10]([N:9]([CH2:8][CH2:7][C:1]1[CH:2]=[CH:3][CH:4]=[CH:5][CH:6]=1)[C:32](=[O:34])[CH2:31][C:28]1[CH:27]=[CH:26][C:25]([CH2:24][O:23][C:22]2[CH:35]=[CH:36][CH:37]=[CH:38][C:21]=2[C:19]([O:18][CH3:17])=[O:20])=[CH:30][CH:29]=1)[CH2:11][CH2:12][CH2:13][CH2:14][CH2:15][CH3:16], predict the reactants needed to synthesize it. The reactants are: [C:1]1([CH2:7][CH2:8][NH:9][CH2:10][CH2:11][CH2:12][CH2:13][CH2:14][CH2:15][CH3:16])[CH:6]=[CH:5][CH:4]=[CH:3][CH:2]=1.[CH3:17][O:18][C:19]([C:21]1[CH:38]=[CH:37][CH:36]=[CH:35][C:22]=1[O:23][CH2:24][C:25]1[CH:30]=[CH:29][C:28]([CH2:31][C:32]([OH:34])=O)=[CH:27][CH:26]=1)=[O:20].F[B-](F)(F)F.N1(OC(N(C)C)=[N+](C)C)C2C=CC=CC=2N=N1.C(N(C(C)C)C(C)C)C. (2) Given the product [CH3:18][C@H:16]1[O:17][C@@H:12]([CH3:11])[CH2:13][N:14]([C:2]2[CH:9]=[CH:8][C:7]([I:10])=[CH:6][C:3]=2[CH:4]=[O:5])[CH2:15]1, predict the reactants needed to synthesize it. The reactants are: F[C:2]1[CH:9]=[CH:8][C:7]([I:10])=[CH:6][C:3]=1[CH:4]=[O:5].[CH3:11][C@H:12]1[O:17][C@@H:16]([CH3:18])[CH2:15][NH:14][CH2:13]1. (3) Given the product [CH3:16][N:17]([C:9]([O:11][C:12]([CH3:13])([CH3:14])[CH3:15])=[O:10])[CH:18]([CH2:20][CH:21]=[CH2:22])[CH3:19], predict the reactants needed to synthesize it. The reactants are: [C:9](O[C:9]([O:11][C:12]([CH3:15])([CH3:14])[CH3:13])=[O:10])([O:11][C:12]([CH3:15])([CH3:14])[CH3:13])=[O:10].[CH3:16][NH:17][CH:18]([CH2:20][CH:21]=[CH2:22])[CH3:19].